From a dataset of Full USPTO retrosynthesis dataset with 1.9M reactions from patents (1976-2016). Predict the reactants needed to synthesize the given product. (1) Given the product [Cl:1][C:2]1[CH:7]=[CH:6][C:5]([C:8]2[S:9][C:10]([CH2:14][O:15][CH:16]3[CH2:21][CH2:20][CH2:19][N:18]([C:30]4[CH:31]=[C:26]([CH:27]=[CH:28][CH:29]=4)[C:24]([O:23][CH3:22])=[O:25])[CH2:17]3)=[C:11]([CH3:13])[N:12]=2)=[CH:4][CH:3]=1, predict the reactants needed to synthesize it. The reactants are: [Cl:1][C:2]1[CH:7]=[CH:6][C:5]([C:8]2[S:9][C:10]([CH2:14][O:15][CH:16]3[CH2:21][CH2:20][CH2:19][NH:18][CH2:17]3)=[C:11]([CH3:13])[N:12]=2)=[CH:4][CH:3]=1.[CH3:22][O:23][C:24]([C:26]1[CH:27]=[C:28](OB(O)O)[CH:29]=[CH:30][CH:31]=1)=[O:25]. (2) Given the product [NH2:36][C@H:32]1[C@H:31]([O:30][CH3:29])[CH2:35][N:34]([C:2]2[C:21]([C:22]3[NH:26][N:25]=[CH:24][CH:23]=3)=[CH:20][C:5]([C:6]([NH:8][C:9]3[CH:14]=[CH:13][C:12]([O:15][C:16]([Cl:19])([F:18])[F:17])=[CH:11][CH:10]=3)=[O:7])=[CH:4][N:3]=2)[CH2:33]1, predict the reactants needed to synthesize it. The reactants are: Cl[C:2]1[C:21]([C:22]2[NH:26][N:25]=[CH:24][CH:23]=2)=[CH:20][C:5]([C:6]([NH:8][C:9]2[CH:14]=[CH:13][C:12]([O:15][C:16]([Cl:19])([F:18])[F:17])=[CH:11][CH:10]=2)=[O:7])=[CH:4][N:3]=1.Cl.Cl.[CH3:29][O:30][C@@H:31]1[CH2:35][NH:34][CH2:33][C@H:32]1[NH2:36]. (3) Given the product [Br:1][C:2]1[CH:3]=[C:4]([C:5]2[O:6][CH:22]=[N:21][CH:20]=2)[CH:7]=[CH:8][CH:9]=1, predict the reactants needed to synthesize it. The reactants are: [Br:1][C:2]1[CH:3]=[C:4]([CH:7]=[CH:8][CH:9]=1)[CH:5]=[O:6].CC1C=CC(S([CH2:20][N+:21]#[C-:22])(=O)=O)=CC=1.C([O-])([O-])=O.[K+].[K+]. (4) Given the product [Cl:24][C:25]1[CH:30]=[CH:29][CH:28]=[CH:27][C:26]=1[CH:31]([CH3:1])[C:32]([OH:34])=[O:33], predict the reactants needed to synthesize it. The reactants are: [CH:1](NC(C)C)(C)C.[Li]CCCC.CN(P(N(C)C)(N(C)C)=O)C.[Cl:24][C:25]1[CH:30]=[CH:29][CH:28]=[CH:27][C:26]=1[CH2:31][C:32]([OH:34])=[O:33].Cl.